Dataset: Peptide-MHC class I binding affinity with 185,985 pairs from IEDB/IMGT. Task: Regression. Given a peptide amino acid sequence and an MHC pseudo amino acid sequence, predict their binding affinity value. This is MHC class I binding data. The peptide sequence is AQFSPQYL. The MHC is HLA-B35:03 with pseudo-sequence HLA-B35:03. The binding affinity (normalized) is 0.